Dataset: Full USPTO retrosynthesis dataset with 1.9M reactions from patents (1976-2016). Task: Predict the reactants needed to synthesize the given product. (1) Given the product [CH3:23][C:24]1([CH3:37])[O:28][CH:27]([C:29]2[CH:30]=[CH:31][C:32]([C:35](=[O:36])[CH2:14][CH2:13][C:12](=[O:15])[CH:11]([C:8]3[CH:7]=[CH:6][C:5]([S:2]([CH3:1])(=[O:4])=[O:3])=[CH:10][CH:9]=3)[CH2:16][CH:17]3[CH2:22][CH2:21][O:20][CH2:19][CH2:18]3)=[N:33][CH:34]=2)[CH2:26][O:25]1, predict the reactants needed to synthesize it. The reactants are: [CH3:1][S:2]([C:5]1[CH:10]=[CH:9][C:8]([CH:11]([CH2:16][CH:17]2[CH2:22][CH2:21][O:20][CH2:19][CH2:18]2)[C:12](=[O:15])[CH:13]=[CH2:14])=[CH:7][CH:6]=1)(=[O:4])=[O:3].[CH3:23][C:24]1([CH3:37])[O:28][CH:27]([C:29]2[CH:30]=[CH:31][C:32]([CH:35]=[O:36])=[N:33][CH:34]=2)[CH2:26][O:25]1.C(N(CC)CC)C. (2) Given the product [I:9][C:10]1[CH:15]=[C:14]([C:16]([N:3]([O:4][CH3:5])[CH3:2])=[O:18])[CH:13]=[CH:12][N:11]=1, predict the reactants needed to synthesize it. The reactants are: Cl.[CH3:2][NH:3][O:4][CH3:5].ClCCl.[I:9][C:10]1[CH:15]=[C:14]([C:16]([OH:18])=O)[CH:13]=[CH:12][N:11]=1.CCN=C=NCCCN(C)C.Cl. (3) The reactants are: [F:1][C:2]1([F:17])[CH2:7][CH:6]([CH2:8][OH:9])[CH2:5][N:4]([C:10]([O:12][C:13]([CH3:16])([CH3:15])[CH3:14])=[O:11])[CH2:3]1.[C:18]1([CH3:28])[CH:23]=[CH:22][C:21]([S:24](Cl)(=[O:26])=[O:25])=[CH:20][CH:19]=1.C(N(CC)CC)C. Given the product [F:17][C:2]1([F:1])[CH2:7][CH:6]([CH2:8][O:9][S:24]([C:21]2[CH:22]=[CH:23][C:18]([CH3:28])=[CH:19][CH:20]=2)(=[O:26])=[O:25])[CH2:5][N:4]([C:10]([O:12][C:13]([CH3:14])([CH3:16])[CH3:15])=[O:11])[CH2:3]1, predict the reactants needed to synthesize it. (4) Given the product [Cl:1][C:2]1[CH:3]=[C:4]([F:30])[C:5]([C:24]2[N:25]=[N:26][N:27]([CH3:29])[N:28]=2)=[C:6]([C:8]2[CH:9]=[CH:10][C:11]3[CH:15]([NH:16][C:17]([C:19]4([NH:22][C:36]([C:35]5[O:31][N:32]=[CH:33][CH:34]=5)=[O:37])[CH2:21][CH2:20]4)=[O:18])[CH2:14][S:13][C:12]=3[CH:23]=2)[CH:7]=1, predict the reactants needed to synthesize it. The reactants are: [Cl:1][C:2]1[CH:3]=[C:4]([F:30])[C:5]([C:24]2[N:25]=[N:26][N:27]([CH3:29])[N:28]=2)=[C:6]([C:8]2[CH:9]=[CH:10][C:11]3[CH:15]([NH:16][C:17]([C:19]4([NH2:22])[CH2:21][CH2:20]4)=[O:18])[CH2:14][S:13][C:12]=3[CH:23]=2)[CH:7]=1.[O:31]1[C:35]([C:36](O)=[O:37])=[CH:34][CH:33]=[N:32]1. (5) Given the product [CH3:26][C:17]([CH3:27])([C:18](=[O:25])[C:19]1[CH:20]=[CH:21][CH:22]=[CH:23][CH:24]=1)[CH2:16][C:14]1[CH:13]=[CH:12][C:11]([N:28]2[S:32](=[O:34])(=[O:33])[NH:31][C:30](=[O:35])[CH2:29]2)=[C:10]([OH:9])[CH:15]=1, predict the reactants needed to synthesize it. The reactants are: [K].C([O:9][C:10]1[CH:15]=[C:14]([CH2:16][C:17]([CH3:27])([CH3:26])[C:18](=[O:25])[C:19]2[CH:24]=[CH:23][CH:22]=[CH:21][CH:20]=2)[CH:13]=[CH:12][C:11]=1[N:28]1[S:32](=[O:34])(=[O:33])[NH:31][C:30](=[O:35])[CH2:29]1)C1C=CC=CC=1. (6) Given the product [F:1][C:2]1[CH:10]=[CH:9][C:5]([C:6]([OH:8])=[O:7])=[CH:4][C:3]=1[S:11][CH:21]1[CH2:22][CH2:23][CH2:24][CH2:25][C:19](=[O:26])[CH2:20]1, predict the reactants needed to synthesize it. The reactants are: [F:1][C:2]1[CH:10]=[CH:9][C:5]([C:6]([OH:8])=[O:7])=[CH:4][C:3]=1[SH:11].C(N(CC)CC)C.[C:19]1(=[O:26])[CH2:25][CH2:24][CH2:23][CH2:22][CH:21]=[CH:20]1.